Dataset: Acute oral toxicity (LD50) regression data from Zhu et al.. Task: Regression/Classification. Given a drug SMILES string, predict its toxicity properties. Task type varies by dataset: regression for continuous values (e.g., LD50, hERG inhibition percentage) or binary classification for toxic/non-toxic outcomes (e.g., AMES mutagenicity, cardiotoxicity, hepatotoxicity). Dataset: ld50_zhu. (1) The drug is CNC(=O)Oc1ccc(C)c(N(C)C)c1. The rat oral LD50 is 3.66, given as -log10 of the dose in mol/kg body weight (higher means more acutely toxic). (2) The compound is CCO[Si](CS)(OCC)OCC. The rat oral LD50 is 1.92, given as -log10 of the dose in mol/kg body weight (higher means more acutely toxic). (3) The drug is CCCC(C)CCOC(=O)c1ccccc1C(=O)OCCC(C)CCC. The rat oral LD50 is 1.01, given as -log10 of the dose in mol/kg body weight (higher means more acutely toxic). (4) The molecule is Cc1cc(O)ccc1S(C)=O. The rat oral LD50 is 1.69, given as -log10 of the dose in mol/kg body weight (higher means more acutely toxic). (5) The molecule is O=C(O)C1=Cc2sc(Cn3ccnc3)cc2CC1. The rat oral LD50 is 2.14, given as -log10 of the dose in mol/kg body weight (higher means more acutely toxic). (6) The compound is NCCOS(N)(=O)=O. The rat oral LD50 is 1.27, given as -log10 of the dose in mol/kg body weight (higher means more acutely toxic). (7) The compound is CCP(=S)(Oc1ccc([N+](=O)[O-])cc1Cl)OC(C)C. The rat oral LD50 is 4.00, given as -log10 of the dose in mol/kg body weight (higher means more acutely toxic). (8) The molecule is Nc1ccc(S(=O)(=O)Nc2cnc3ccccc3n2)cc1. The rat oral LD50 is 2.34, given as -log10 of the dose in mol/kg body weight (higher means more acutely toxic). (9) The molecule is CCc1ccc([N+]([O-])=Cc2ccccc2)cc1. The rat oral LD50 is 2.22, given as -log10 of the dose in mol/kg body weight (higher means more acutely toxic).